Dataset: Full USPTO retrosynthesis dataset with 1.9M reactions from patents (1976-2016). Task: Predict the reactants needed to synthesize the given product. (1) Given the product [Cl:1][C:2]1[CH:7]=[CH:6][C:5]([Cl:8])=[CH:4][C:3]=1[C:9]1[C:10]2[C:22](=[O:23])[CH2:21][CH2:20][C:11]=2[N:12]([CH2:16][C:17]([NH:35][C:34]2[CH:36]=[CH:37][C:31]([C:29]3[NH:28][N:27]=[C:26]([C:25]([F:39])([F:38])[F:24])[N:30]=3)=[CH:32][CH:33]=2)=[O:18])[C:13](=[O:15])[CH:14]=1, predict the reactants needed to synthesize it. The reactants are: [Cl:1][C:2]1[CH:7]=[CH:6][C:5]([Cl:8])=[CH:4][C:3]=1[C:9]1[C:10]2[C:22](=[O:23])[CH2:21][CH2:20][C:11]=2[N:12]([CH2:16][C:17](O)=[O:18])[C:13](=[O:15])[CH:14]=1.[F:24][C:25]([F:39])([F:38])[C:26]1[N:30]=[C:29]([C:31]2[CH:37]=[CH:36][C:34]([NH2:35])=[CH:33][CH:32]=2)[NH:28][N:27]=1. (2) Given the product [Cl:36][C:20]1[CH:21]=[CH:22][C:23]2[CH2:24][CH2:25][N:26]([C:30](=[O:35])[C:31]([F:34])([F:32])[F:33])[CH2:27][CH2:28][C:29]=2[C:19]=1[NH:18][CH2:17][C:16]1[CH:15]=[CH:14][C:13]([C:10](=[N:2][OH:3])[CH3:11])=[CH:38][CH:37]=1, predict the reactants needed to synthesize it. The reactants are: Cl.[NH2:2][OH:3].N1C=CC=CC=1.[C:10]([C:13]1[CH:38]=[CH:37][C:16]([CH2:17][NH:18][C:19]2[C:29]3[CH2:28][CH2:27][N:26]([C:30](=[O:35])[C:31]([F:34])([F:33])[F:32])[CH2:25][CH2:24][C:23]=3[CH:22]=[CH:21][C:20]=2[Cl:36])=[CH:15][CH:14]=1)(=O)[CH3:11]. (3) Given the product [Cl:8][C:4]1[CH:3]=[C:2]([NH:1][C:9](=[O:10])[O:11][C:12]([CH3:15])([CH3:14])[CH3:13])[CH:7]=[CH:6][N:5]=1, predict the reactants needed to synthesize it. The reactants are: [NH2:1][C:2]1[CH:7]=[CH:6][N:5]=[C:4]([Cl:8])[CH:3]=1.[C:9](O[C:9]([O:11][C:12]([CH3:15])([CH3:14])[CH3:13])=[O:10])([O:11][C:12]([CH3:15])([CH3:14])[CH3:13])=[O:10].C[Si]([N-][Si](C)(C)C)(C)C.[Li+]. (4) Given the product [Cl:39][C:34]1[CH:35]=[CH:36][CH:37]=[CH:38][C:33]=1[C:29]1[CH:30]=[CH:31][CH:32]=[C:27]([NH:26][C:25]([C@@H:20]2[CH2:21][C@@H:22]([F:24])[CH2:23][N:19]2[C:17](=[O:18])[CH2:16][N:6]2[C:7]3[C:12](=[CH:11][C:10]([NH:42][C:43]([N:48]4[CH2:49][CH2:50][CH2:51][C:46]([F:52])([F:45])[CH2:47]4)=[O:44])=[CH:9][CH:8]=3)[C:4]([C:1]([NH2:2])=[O:3])=[N:5]2)=[O:41])[C:28]=1[F:40], predict the reactants needed to synthesize it. The reactants are: [C:1]([C:4]1[C:12]2[C:7](=[CH:8][CH:9]=[C:10](C(O)=O)[CH:11]=2)[N:6]([CH2:16][C:17]([N:19]2[CH2:23][C@H:22]([F:24])[CH2:21][C@H:20]2[C:25](=[O:41])[NH:26][C:27]2[C:28]([F:40])=[C:29]([C:33]3[CH:38]=[CH:37][CH:36]=[CH:35][C:34]=3[Cl:39])[CH:30]=[CH:31][CH:32]=2)=[O:18])[N:5]=1)(=[O:3])[NH2:2].[N-:42]=[C:43]=[O:44].[F:45][C:46]1([F:52])[CH2:51][CH2:50][CH2:49][NH:48][CH2:47]1. (5) Given the product [CH2:1]([O:8][C:9]([N:11]1[CH2:16][C@H:15]([O:17][CH2:18][C:19]2[CH:20]=[CH:21][C:22]3[O:27][CH2:26][CH2:25][N:24]([CH2:28][CH2:29][CH2:30][O:31][CH3:32])[C:23]=3[CH:33]=2)[C@@H:14]([C:34]2[CH:39]=[CH:38][C:37]([O:40][CH3:41])=[CH:36][CH:35]=2)[CH2:13][C@H:12]1[CH2:42][CH2:43][CH2:44][O:45][C:46]1[CH:51]=[CH:50][CH:49]=[CH:48][CH:47]=1)=[O:10])[C:2]1[CH:7]=[CH:6][CH:5]=[CH:4][CH:3]=1, predict the reactants needed to synthesize it. The reactants are: [CH2:1]([O:8][C:9]([N:11]1[CH2:16][C@H:15]([O:17][CH2:18][C:19]2[CH:20]=[CH:21][C:22]3[O:27][CH2:26][CH2:25][N:24]([CH2:28][CH2:29][CH2:30][O:31][CH3:32])[C:23]=3[CH:33]=2)[C@@H:14]([C:34]2[CH:39]=[CH:38][C:37]([O:40][CH3:41])=[CH:36][CH:35]=2)[CH2:13][C@H:12]1[CH2:42][CH2:43][CH2:44][OH:45])=[O:10])[C:2]1[CH:7]=[CH:6][CH:5]=[CH:4][CH:3]=1.[C:46]1(P([C:46]2[CH:51]=[CH:50][CH:49]=[CH:48][CH:47]=2)[C:46]2[CH:51]=[CH:50][CH:49]=[CH:48][CH:47]=2)[CH:51]=[CH:50][CH:49]=[CH:48][CH:47]=1.CC(OC(/N=N/C(OC(C)C)=O)=O)C.